Dataset: Peptide-MHC class II binding affinity with 134,281 pairs from IEDB. Task: Regression. Given a peptide amino acid sequence and an MHC pseudo amino acid sequence, predict their binding affinity value. This is MHC class II binding data. The peptide sequence is GEPLSYTRFSLARQV. The MHC is HLA-DQA10501-DQB10201 with pseudo-sequence HLA-DQA10501-DQB10201. The binding affinity (normalized) is 0.243.